Dataset: Forward reaction prediction with 1.9M reactions from USPTO patents (1976-2016). Task: Predict the product of the given reaction. (1) Given the reactants [CH3:1][O:2][C:3]1[CH:8]=[CH:7][C:6]([C:9]2[C:17]3[C:16]([NH:18][CH2:19][CH2:20][CH2:21][CH2:22][CH2:23][C:24]#[N:25])=[N:15][CH:14]=[N:13][C:12]=3[O:11][C:10]=2[C:26]2[CH:31]=[CH:30][CH:29]=[CH:28][CH:27]=2)=[CH:5][CH:4]=1.C[Si]([N:36]=[N+:37]=[N-:38])(C)C.C([Sn](=O)CCCC)CCC, predict the reaction product. The product is: [CH3:1][O:2][C:3]1[CH:4]=[CH:5][C:6]([C:9]2[C:17]3[C:16]([NH:18][CH2:19][CH2:20][CH2:21][CH2:22][CH2:23][C:24]4[NH:38][N:37]=[N:36][N:25]=4)=[N:15][CH:14]=[N:13][C:12]=3[O:11][C:10]=2[C:26]2[CH:27]=[CH:28][CH:29]=[CH:30][CH:31]=2)=[CH:7][CH:8]=1. (2) The product is: [CH3:16][O:17][C:18](=[O:28])[C:19]1[CH:24]=[C:23]([O:25][CH3:26])[CH:22]=[CH:21][C:20]=1[NH:14][C:13]1[N:9]([C:4]2[CH:5]=[CH:6][CH:7]=[CH:8][C:3]=2[CH2:1][CH3:2])[N:10]=[C:11]([CH3:15])[CH:12]=1. Given the reactants [CH2:1]([C:3]1[CH:8]=[CH:7][CH:6]=[CH:5][C:4]=1[N:9]1[C:13]([NH2:14])=[CH:12][C:11]([CH3:15])=[N:10]1)[CH3:2].[CH3:16][O:17][C:18](=[O:28])[C:19]1[CH:24]=[C:23]([O:25][CH3:26])[CH:22]=[CH:21][C:20]=1Br.P([O-])([O-])([O-])=O.[K+].[K+].[K+], predict the reaction product. (3) Given the reactants [Br:1][C:2]1[CH:10]=[C:9]([F:11])[C:5]([C:6]([OH:8])=[O:7])=[C:4]([F:12])[CH:3]=1.S(Cl)(Cl)=O.[CH3:17]N(C=O)C.Cl, predict the reaction product. The product is: [CH3:17][O:7][C:6](=[O:8])[C:5]1[C:4]([F:12])=[CH:3][C:2]([Br:1])=[CH:10][C:9]=1[F:11]. (4) Given the reactants [N:1]1([CH2:6][C:7]2[CH:12]=[CH:11][C:10]([CH:13]3[CH2:16][CH:15]([CH2:17][OH:18])[CH2:14]3)=[CH:9][CH:8]=2)[CH2:5][CH2:4][CH2:3][CH2:2]1.C(N(CC)CC)C.[C:26]1([CH3:36])[CH:31]=[CH:30][C:29]([S:32](Cl)(=[O:34])=[O:33])=[CH:28][CH:27]=1, predict the reaction product. The product is: [N:1]1([CH2:6][C:7]2[CH:12]=[CH:11][C:10]([CH:13]3[CH2:14][CH:15]([CH2:17][O:18][S:32]([C:29]4[CH:30]=[CH:31][C:26]([CH3:36])=[CH:27][CH:28]=4)(=[O:34])=[O:33])[CH2:16]3)=[CH:9][CH:8]=2)[CH2:5][CH2:4][CH2:3][CH2:2]1. (5) Given the reactants [CH:1]([NH:4][C:5]([NH2:7])=[NH:6])([CH3:3])[CH3:2].[C:8](O[C:8]([O:10][C:11]([CH3:14])([CH3:13])[CH3:12])=[O:9])([O:10][C:11]([CH3:14])([CH3:13])[CH3:12])=[O:9], predict the reaction product. The product is: [CH:1]([NH:4][C:5]([NH:7][C:8]([O:10][C:11]([CH3:14])([CH3:13])[CH3:12])=[O:9])=[NH:6])([CH3:3])[CH3:2]. (6) Given the reactants [N+](=[CH2:3])=[N-].C(OCC)C.[CH3:9][O:10][C:11]1[CH:16]=[CH:15][C:14]([C@H:17]2[CH2:22][C@H:21]([CH2:23][C@H:24]([C:27]3[NH:31][N:30]=[N:29][N:28]=3)[CH2:25][CH3:26])[NH:20][CH2:19][C@@H:18]2[O:32][CH:33]([C:44]2[CH:45]=[CH:46][C:47]3[O:52][CH2:51][CH2:50][N:49]([CH2:53][CH2:54][CH2:55][O:56][CH3:57])[C:48]=3[CH:58]=2)[S:34]([C:37]2[CH:42]=[CH:41][C:40]([CH3:43])=[CH:39][CH:38]=2)(=[O:36])=[O:35])=[CH:13][CH:12]=1.S([O-])([O-])(=O)=O.[Mg+2].[N+](=C)=[N-], predict the reaction product. The product is: [CH3:9][O:10][C:11]1[CH:16]=[CH:15][C:14]([C@H:17]2[CH2:22][C@H:21]([CH2:23][C@H:24]([C:27]3[N:28]([CH3:3])[N:29]=[N:30][N:31]=3)[CH2:25][CH3:26])[NH:20][CH2:19][C@@H:18]2[O:32][CH:33]([C:44]2[CH:45]=[CH:46][C:47]3[O:52][CH2:51][CH2:50][N:49]([CH2:53][CH2:54][CH2:55][O:56][CH3:57])[C:48]=3[CH:58]=2)[S:34]([C:37]2[CH:42]=[CH:41][C:40]([CH3:43])=[CH:39][CH:38]=2)(=[O:35])=[O:36])=[CH:13][CH:12]=1.